From a dataset of Full USPTO retrosynthesis dataset with 1.9M reactions from patents (1976-2016). Predict the reactants needed to synthesize the given product. The reactants are: [NH2:1][C:2]1[CH:7]=[C:6]([Cl:8])[C:5]([N+:9]([O-:11])=[O:10])=[CH:4][C:3]=1[OH:12].[CH2:13](Br)[C:14]1[CH:19]=[CH:18][CH:17]=[CH:16][CH:15]=1.C(=O)([O-])[O-].[K+].[K+]. Given the product [CH2:13]([O:12][C:3]1[CH:4]=[C:5]([N+:9]([O-:11])=[O:10])[C:6]([Cl:8])=[CH:7][C:2]=1[NH2:1])[C:14]1[CH:19]=[CH:18][CH:17]=[CH:16][CH:15]=1, predict the reactants needed to synthesize it.